Regression. Given two drug SMILES strings and cell line genomic features, predict the synergy score measuring deviation from expected non-interaction effect. From a dataset of NCI-60 drug combinations with 297,098 pairs across 59 cell lines. (1) Drug 1: CC1OCC2C(O1)C(C(C(O2)OC3C4COC(=O)C4C(C5=CC6=C(C=C35)OCO6)C7=CC(=C(C(=C7)OC)O)OC)O)O. Drug 2: CC12CCC3C(C1CCC2O)C(CC4=C3C=CC(=C4)O)CCCCCCCCCS(=O)CCCC(C(F)(F)F)(F)F. Cell line: M14. Synergy scores: CSS=4.79, Synergy_ZIP=-4.92, Synergy_Bliss=-1.27, Synergy_Loewe=-4.15, Synergy_HSA=-3.73. (2) Drug 1: CNC(=O)C1=NC=CC(=C1)OC2=CC=C(C=C2)NC(=O)NC3=CC(=C(C=C3)Cl)C(F)(F)F. Drug 2: C1=NC2=C(N1)C(=S)N=CN2. Cell line: SN12C. Synergy scores: CSS=51.8, Synergy_ZIP=9.38, Synergy_Bliss=12.3, Synergy_Loewe=-37.0, Synergy_HSA=0.170. (3) Drug 1: C1CCC(CC1)NC(=O)N(CCCl)N=O. Drug 2: C1=NC2=C(N1)C(=S)N=CN2. Cell line: HCT-15. Synergy scores: CSS=42.6, Synergy_ZIP=-1.08, Synergy_Bliss=0.538, Synergy_Loewe=-7.67, Synergy_HSA=2.57.